Task: Predict which catalyst facilitates the given reaction.. Dataset: Catalyst prediction with 721,799 reactions and 888 catalyst types from USPTO Reactant: [NH2:1][C:2]1[C:7]([C:8]#[C:9][C:10]2[CH:15]=[CH:14][C:13]([C:16]([F:19])([F:18])[F:17])=[CH:12][CH:11]=2)=[C:6]([CH3:20])[N:5]=[CH:4][N:3]=1.C(N(CC)CC)C.Cl[CH2:29][C:30]1[O:34][C:33]([C:35]([O:37][CH2:38][CH3:39])=[O:36])=[CH:32][CH:31]=1. Product: [CH3:20][C:6]1[N:5]=[CH:4][N:3]=[C:2]([NH:1][CH2:29][C:30]2[O:34][C:33]([C:35]([O:37][CH2:38][CH3:39])=[O:36])=[CH:32][CH:31]=2)[C:7]=1[C:8]#[C:9][C:10]1[CH:11]=[CH:12][C:13]([C:16]([F:19])([F:17])[F:18])=[CH:14][CH:15]=1. The catalyst class is: 4.